This data is from Forward reaction prediction with 1.9M reactions from USPTO patents (1976-2016). The task is: Predict the product of the given reaction. Given the reactants [CH:1]1([C:11]([O:13]CC)=[O:12])[C:3]2([CH2:10][CH2:9][CH2:8][CH2:7][CH2:6][CH2:5][CH2:4]2)[CH2:2]1.C1(C(OCC)=O)C2(CCCCC2)C1, predict the reaction product. The product is: [CH:1]1([C:11]([OH:13])=[O:12])[C:3]2([CH2:10][CH2:9][CH2:8][CH2:7][CH2:6][CH2:5][CH2:4]2)[CH2:2]1.